Dataset: Reaction yield outcomes from USPTO patents with 853,638 reactions. Task: Predict the reaction yield, written as a fraction of the theoretical maximum amount of product (1.0 means a 100% yield; for example, 0.34 means a 34% yield). (1) The reactants are [N:1]([CH2:4][C@H:5]([NH:19][C:20](=[O:29])[C@H:21]([C:23]1[CH:28]=[CH:27][CH:26]=[CH:25][CH:24]=1)[CH3:22])[C:6]1[CH:11]=[CH:10][C:9]([O:12][CH2:13][CH:14]([CH3:18])[CH2:15][CH2:16][CH3:17])=[CH:8][CH:7]=1)=[N+]=[N-]. The catalyst is C(O)C.[Pd]. The product is [NH2:1][CH2:4][C@H:5]([NH:19][C:20](=[O:29])[C@H:21]([C:23]1[CH:24]=[CH:25][CH:26]=[CH:27][CH:28]=1)[CH3:22])[C:6]1[CH:7]=[CH:8][C:9]([O:12][CH2:13][CH:14]([CH3:18])[CH2:15][CH2:16][CH3:17])=[CH:10][CH:11]=1. The yield is 0.630. (2) The reactants are [CH3:1][S:2]([O:5][C:6]1[CH:7]=[CH:8][C:9]([N+:16]([O-])=O)=[C:10]([CH:15]=1)[O:11][CH2:12][CH2:13][Br:14])(=[O:4])=[O:3]. The catalyst is C(OCC)(=O)C.[Pd]. The product is [CH3:1][S:2]([O:5][C:6]1[CH:7]=[CH:8][C:9]([NH2:16])=[C:10]([CH:15]=1)[O:11][CH2:12][CH2:13][Br:14])(=[O:3])=[O:4]. The yield is 0.820. (3) The reactants are FC(F)(F)C(O)=O.C(OC([N:15]1[C@@H:19]([CH2:20][C@@H:21]([O:23][C:24]2[CH:29]=[CH:28][C:27]([Cl:30])=[CH:26][CH:25]=2)[CH3:22])[CH2:18][O:17]C1(C)C)=O)(C)(C)C. The catalyst is O.C(#N)C.C(OCC)(=O)C. The product is [NH2:15][C@@H:19]([CH2:20][C@@H:21]([O:23][C:24]1[CH:25]=[CH:26][C:27]([Cl:30])=[CH:28][CH:29]=1)[CH3:22])[CH2:18][OH:17]. The yield is 0.920.